From a dataset of NCI-60 drug combinations with 297,098 pairs across 59 cell lines. Regression. Given two drug SMILES strings and cell line genomic features, predict the synergy score measuring deviation from expected non-interaction effect. Drug 1: CN(CC1=CN=C2C(=N1)C(=NC(=N2)N)N)C3=CC=C(C=C3)C(=O)NC(CCC(=O)O)C(=O)O. Drug 2: CC1=C(C=C(C=C1)C(=O)NC2=CC(=CC(=C2)C(F)(F)F)N3C=C(N=C3)C)NC4=NC=CC(=N4)C5=CN=CC=C5. Cell line: SR. Synergy scores: CSS=7.20, Synergy_ZIP=1.18, Synergy_Bliss=7.64, Synergy_Loewe=-4.06, Synergy_HSA=1.73.